From a dataset of Reaction yield outcomes from USPTO patents with 853,638 reactions. Predict the reaction yield, written as a fraction of the theoretical maximum amount of product (1.0 means a 100% yield; for example, 0.34 means a 34% yield). (1) The reactants are Br[C:2]1[CH:23]=[CH:22][C:5]([C:6]([NH:8][S:9]([C:12]2[CH:17]=[CH:16][CH:15]=[CH:14][C:13]=2[S:18](=[O:21])(=[O:20])[NH2:19])(=[O:11])=[O:10])=[O:7])=[CH:4][CH:3]=1.[CH2:24]([C:26]([OH:31])([CH2:29][CH3:30])[C:27]#[CH:28])[CH3:25].C(NC(C)C)(C)C. The catalyst is CN(C)C=O.Cl[Pd](Cl)([P](C1C=CC=CC=1)(C1C=CC=CC=1)C1C=CC=CC=1)[P](C1C=CC=CC=1)(C1C=CC=CC=1)C1C=CC=CC=1.[Cu]I. The product is [CH2:27]([C:26]([OH:31])([CH2:29][CH3:30])[C:24]#[C:25][C:2]1[CH:23]=[CH:22][C:5]([C:6]([NH:8][S:9]([C:12]2[CH:17]=[CH:16][CH:15]=[CH:14][C:13]=2[S:18](=[O:21])(=[O:20])[NH2:19])(=[O:11])=[O:10])=[O:7])=[CH:4][CH:3]=1)[CH3:28]. The yield is 0.270. (2) The reactants are [F:1][C:2]1[CH:3]=[C:4]([N:21]2[CH2:25][C@H:24]([CH2:26][N:27]3[CH:31]=[CH:30][N:29]=[N:28]3)[O:23][C:22]2=[O:32])[CH:5]=[CH:6][C:7]=1[C:8]1[CH:9]=[N:10][C:11]([C:14]2[CH2:18][C@@H:17]([CH2:19][OH:20])[O:16][N:15]=2)=[CH:12][CH:13]=1.N1C=CC=CC=1.[CH3:39][C:40](OC1C(=O)OC(=O)C1OC(C)=O)=[O:41]. The catalyst is CN(C)C=O.CN(C)C1C=CN=CC=1. The product is [C:40]([O:20][CH2:19][C@H:17]1[O:16][N:15]=[C:14]([C:11]2[CH:12]=[CH:13][C:8]([C:7]3[CH:6]=[CH:5][C:4]([N:21]4[CH2:25][C@H:24]([CH2:26][N:27]5[CH:31]=[CH:30][N:29]=[N:28]5)[O:23][C:22]4=[O:32])=[CH:3][C:2]=3[F:1])=[CH:9][N:10]=2)[CH2:18]1)(=[O:41])[CH3:39]. The yield is 0.250. (3) The reactants are [Cl:1][C:2]1[CH:7]=[CH:6][C:5]([CH:8]2[CH2:12][CH2:11][CH2:10][C:9]2=[O:13])=[CH:4][CH:3]=1.[C:14](Cl)([N:16]=[C:17]=[O:18])=[O:15]. The catalyst is C(OCC)(=O)C. The product is [Cl:1][C:2]1[CH:3]=[CH:4][C:5]([CH:8]2[C:9]3[O:13][C:17](=[O:18])[NH:16][C:14](=[O:15])[C:10]=3[CH2:11][CH2:12]2)=[CH:6][CH:7]=1. The yield is 0.511. (4) The reactants are [CH3:1][N:2]1[C:7]2[CH:8]=[CH:9][C:10]([N:12]3[CH2:16][C@H:15]([C:17]([NH2:19])=[O:18])[O:14][C:13]3=[O:20])=[CH:11][C:6]=2[O:5][CH2:4][C:3]1=[O:21].[CH3:22]N. The catalyst is CO. The product is [CH3:22][NH:19][C:17]([C@@H:15]1[O:14][C:13](=[O:20])[N:12]([C:10]2[CH:9]=[CH:8][C:7]3[N:2]([CH3:1])[C:3](=[O:21])[CH2:4][O:5][C:6]=3[CH:11]=2)[CH2:16]1)=[O:18]. The yield is 0.770.